From a dataset of Catalyst prediction with 721,799 reactions and 888 catalyst types from USPTO. Predict which catalyst facilitates the given reaction. (1) The catalyst class is: 5. Reactant: [CH2:1]([O:3][C:4](=[O:48])[CH2:5][NH:6][C:7]([C:9]1[C:14]([O:15]CC2C=CC=CC=2)=[C:13]([CH3:23])[N:12]=[C:11]([CH2:24][CH:25]2[CH2:30][CH2:29][N:28]([C:31]3[CH:36]=[CH:35][C:34]([C:37]4[CH:42]=[CH:41][C:40]([CH2:43][OH:44])=[C:39]([C:45]([CH3:47])=[CH2:46])[CH:38]=4)=[CH:33][CH:32]=3)[CH2:27][CH2:26]2)[N:10]=1)=[O:8])[CH3:2]. Product: [CH2:1]([O:3][C:4](=[O:48])[CH2:5][NH:6][C:7]([C:9]1[C:14]([OH:15])=[C:13]([CH3:23])[N:12]=[C:11]([CH2:24][CH:25]2[CH2:26][CH2:27][N:28]([C:31]3[CH:32]=[CH:33][C:34]([C:37]4[CH:42]=[CH:41][C:40]([CH2:43][OH:44])=[C:39]([CH:45]([CH3:47])[CH3:46])[CH:38]=4)=[CH:35][CH:36]=3)[CH2:29][CH2:30]2)[N:10]=1)=[O:8])[CH3:2]. (2) Reactant: [NH2:1][C:2]1[CH:9]=[CH:8][CH:7]=[C:6](/[CH:10]=[CH:11]\[CH3:12])[C:3]=1[C:4]#[N:5]. Product: [NH2:1][C:2]1[CH:9]=[CH:8][CH:7]=[C:6]([CH2:10][CH2:11][CH3:12])[C:3]=1[C:4]#[N:5]. The catalyst class is: 50. (3) Reactant: [C:1]1(/[CH:7]=[CH:8]/[C:9]2[CH:14]=[CH:13][CH:12]=[CH:11][CH:10]=2)[CH:6]=[CH:5][CH:4]=[CH:3][CH:2]=1. Product: [C:1]1([CH2:7][CH2:8][C:9]2[CH:10]=[CH:11][CH:12]=[CH:13][CH:14]=2)[CH:6]=[CH:5][CH:4]=[CH:3][CH:2]=1. The catalyst class is: 19. (4) Reactant: [CH3:1][NH:2][C@H:3]1[CH2:8][CH2:7][C@H:6]([C:9]#[C:10][CH2:11][OH:12])[CH2:5][CH2:4]1.Cl[C:14]1[N:19]=[CH:18][C:17]([CH2:20][CH3:21])=[CH:16][N:15]=1.C(N(C(C)C)C(C)C)C.[Na+].[I-]. Product: [CH2:20]([C:17]1[CH:16]=[N:15][C:14]([N:2]([CH3:1])[C@H:3]2[CH2:4][CH2:5][C@H:6]([C:9]#[C:10][CH2:11][OH:12])[CH2:7][CH2:8]2)=[N:19][CH:18]=1)[CH3:21]. The catalyst class is: 44. (5) Reactant: [F:1][C:2]([F:21])([F:20])[O:3][C:4]1[CH:9]=[CH:8][C:7]([C:10]2[CH:11]=[CH:12][C:13]3[N:14]([C:16](=[O:19])[NH:17][N:18]=3)[CH:15]=2)=[CH:6][CH:5]=1.Cl[CH2:23][C:24]1[O:28][N:27]=[C:26]([CH3:29])[N:25]=1.C(=O)([O-])[O-].[K+].[K+]. Product: [CH3:29][C:26]1[N:25]=[C:24]([CH2:23][N:17]2[C:16](=[O:19])[N:14]3[CH:15]=[C:10]([C:7]4[CH:6]=[CH:5][C:4]([O:3][C:2]([F:1])([F:20])[F:21])=[CH:9][CH:8]=4)[CH:11]=[CH:12][C:13]3=[N:18]2)[O:28][N:27]=1. The catalyst class is: 44. (6) The catalyst class is: 24. Reactant: [C:1]([C:4]1[CH:12]=[CH:11][C:7]([C:8]([OH:10])=[O:9])=[CH:6][CH:5]=1)(=[O:3])[CH3:2].[N:13]1([C:19]2[N:24]=[C:23]([CH:25]=O)[CH:22]=[CH:21][CH:20]=2)[CH2:18][CH2:17][O:16][CH2:15][CH2:14]1.[OH-].[Na+].Cl. Product: [N:13]1([C:19]2[N:24]=[C:23]([CH:25]=[CH:2][C:1]([C:4]3[CH:12]=[CH:11][C:7]([C:8]([OH:10])=[O:9])=[CH:6][CH:5]=3)=[O:3])[CH:22]=[CH:21][CH:20]=2)[CH2:14][CH2:15][O:16][CH2:17][CH2:18]1. (7) Reactant: [F:1][C:2]1[CH:12]=[CH:11][C:5]([CH:6]=[CH:7][C:8]([OH:10])=O)=[CH:4][CH:3]=1.[F:13][C:14]1[CH:19]=[CH:18][C:17]([CH:20]([NH2:22])[CH3:21])=[CH:16][C:15]=1[N:23]1[CH2:28][CH2:27][O:26][CH2:25][CH2:24]1.CCN=C=NCCCN(C)C.Cl.CCN(CC)CC. Product: [F:13][C:14]1[CH:19]=[CH:18][C:17]([C@@H:20]([NH:22][C:8](=[O:10])[CH:7]=[CH:6][C:5]2[CH:4]=[CH:3][C:2]([F:1])=[CH:12][CH:11]=2)[CH3:21])=[CH:16][C:15]=1[N:23]1[CH2:24][CH2:25][O:26][CH2:27][CH2:28]1. The catalyst class is: 79.